This data is from Forward reaction prediction with 1.9M reactions from USPTO patents (1976-2016). The task is: Predict the product of the given reaction. (1) Given the reactants [C:1]1([CH:7]2[C:11](=O)O[NH2+:9][S:8]2)[CH:6]=[CH:5][CH:4]=[CH:3][CH:2]=1.[C:13]([O:17]C)(=[O:16])[C:14]#[CH:15].[C:19]1(C)C=CC=CC=1, predict the reaction product. The product is: [C:1]1([C:7]2[S:8][N:9]=[CH:19][C:11]=2[C:13]([O-:17])=[O:16])[CH:2]=[CH:3][CH:4]=[CH:5][CH:6]=1.[C:1]1([C:7]2[S:8][N:9]=[C:14]([C:13]([O-:17])=[O:16])[CH:15]=2)[CH:6]=[CH:5][CH:4]=[CH:3][CH:2]=1. (2) The product is: [F:15][C:16]1[CH:17]=[C:18]([S:23]([NH:1][C:4]2[CH:13]=[CH:12][CH:11]=[C:10]3[C:5]=2[CH:6]=[CH:7][C:8]([NH:27][C:28]2[CH:29]=[C:30]([CH3:34])[CH:31]=[CH:32][CH:33]=2)=[N:9]3)(=[O:25])=[O:24])[CH:19]=[C:20]([F:22])[CH:21]=1. Given the reactants [N+:1]([C:4]1[CH:13]=[CH:12][CH:11]=[C:10]2[C:5]=1[CH:6]=[CH:7][C:8](Cl)=[N:9]2)([O-])=O.[F:15][C:16]1[CH:17]=[C:18]([S:23](Cl)(=[O:25])=[O:24])[CH:19]=[C:20]([F:22])[CH:21]=1.[NH2:27][C:28]1[CH:33]=[CH:32][CH:31]=[C:30]([CH3:34])[CH:29]=1, predict the reaction product. (3) Given the reactants [O:1]=[C:2]1[C@H:6]2[CH2:7][N:8]([C@@H:10]([C:12]3[CH:17]=[CH:16][CH:15]=[CH:14][CH:13]=3)[CH3:11])[CH2:9][C@H:5]2[CH2:4][N:3]1C(OC(C)(C)C)=O.FC(F)(F)C(O)=O, predict the reaction product. The product is: [C:12]1([C@H:10]([N:8]2[CH2:9][C@H:5]3[CH2:4][NH:3][C:2](=[O:1])[C@H:6]3[CH2:7]2)[CH3:11])[CH:17]=[CH:16][CH:15]=[CH:14][CH:13]=1. (4) Given the reactants Cl.[CH:2]1([N:5]2[CH2:10][C:9]3([CH2:15][CH2:14][NH:13][CH2:12][CH2:11]3)[O:8][CH2:7][C:6]2=[O:16])[CH2:4][CH2:3]1.C(=O)([O-])[O-].[K+].[K+].Br[CH:24]([C:27]1[CH:32]=[CH:31][C:30]([C:33]2[CH:42]=[C:41]3[C:36]([CH:37]=[CH:38][CH:39]=[N:40]3)=[CH:35][CH:34]=2)=[CH:29][CH:28]=1)[C:25]#[N:26], predict the reaction product. The product is: [CH:2]1([N:5]2[CH2:10][C:9]3([CH2:11][CH2:12][N:13]([CH:24]([C:27]4[CH:32]=[CH:31][C:30]([C:33]5[CH:42]=[C:41]6[C:36]([CH:37]=[CH:38][CH:39]=[N:40]6)=[CH:35][CH:34]=5)=[CH:29][CH:28]=4)[C:25]#[N:26])[CH2:14][CH2:15]3)[O:8][CH2:7][C:6]2=[O:16])[CH2:4][CH2:3]1. (5) Given the reactants C([O-])=O.[NH4+].Cl[C:6]1[N:11]=[C:10]([C:12]([O:14][CH:15]2[CH2:20][CH2:19][CH2:18][CH2:17][CH2:16]2)=[O:13])[CH:9]=[C:8]([O:21][CH:22]2[CH2:27][CH2:26][CH2:25][CH2:24][CH2:23]2)[N:7]=1, predict the reaction product. The product is: [CH:22]1([O:21][C:8]2[N:7]=[CH:6][N:11]=[C:10]([C:12]([O:14][CH:15]3[CH2:20][CH2:19][CH2:18][CH2:17][CH2:16]3)=[O:13])[CH:9]=2)[CH2:23][CH2:24][CH2:25][CH2:26][CH2:27]1. (6) Given the reactants [F:1][C:2]1[CH:7]=[CH:6][CH:5]=[C:4]([F:8])[C:3]=1[N:9]1[C:14]2[N:15]=[C:16](S(C)=O)[N:17]=[C:18]([C:19]3[CH:20]=[C:21]([CH:32]=[CH:33][C:34]=3[CH3:35])[C:22]([NH:24][CH2:25][C:26]3[CH:31]=[CH:30][CH:29]=[CH:28][CH:27]=3)=[O:23])[C:13]=2[CH:12]=[CH:11][C:10]1=[O:39].Cl.Cl.[NH:42]1[CH:46]=[CH:45][N:44]=[C:43]1[CH2:47][NH2:48], predict the reaction product. The product is: [F:1][C:2]1[CH:7]=[CH:6][CH:5]=[C:4]([F:8])[C:3]=1[N:9]1[C:14]2[N:15]=[C:16]([NH:48][CH2:47][C:43]3[NH:42][CH:46]=[CH:45][N:44]=3)[N:17]=[C:18]([C:19]3[CH:20]=[C:21]([CH:32]=[CH:33][C:34]=3[CH3:35])[C:22]([NH:24][CH2:25][C:26]3[CH:31]=[CH:30][CH:29]=[CH:28][CH:27]=3)=[O:23])[C:13]=2[CH:12]=[CH:11][C:10]1=[O:39].